Dataset: Forward reaction prediction with 1.9M reactions from USPTO patents (1976-2016). Task: Predict the product of the given reaction. (1) Given the reactants C/C=C/[C:4]#[N:5].O.[NH2:7][NH2:8].[CH3:9][O:10][C:11]1[CH:18]=[CH:17][C:14]([CH:15]=O)=[CH:13][CH:12]=1.C[C:20]([CH3:23])([O-])[CH3:21].[Na+].Cl, predict the reaction product. The product is: [CH3:9][O:10][C:11]1[CH:18]=[CH:17][C:14]([CH2:15][N:7]2[C:4]([NH2:5])=[CH:23][C:20]([CH3:21])=[N:8]2)=[CH:13][CH:12]=1. (2) Given the reactants [CH3:1][CH:2]([CH3:9])[CH2:3][C:4](=O)[CH2:5][C:6]#[N:7].[C:10]1([CH3:18])[CH:15]=[CH:14][C:13]([CH:16]=O)=[CH:12][CH:11]=1.N1CCCCC1.C(O)(=O)C.[NH2:29]/[C:30](/[CH3:36])=[CH:31]\[C:32]([O:34][CH3:35])=[O:33], predict the reaction product. The product is: [C:6]([C:5]1[CH:16]([C:13]2[CH:14]=[CH:15][C:10]([CH3:18])=[CH:11][CH:12]=2)[C:31]([C:32]([O:34][CH3:35])=[O:33])=[C:30]([CH3:36])[NH:29][C:4]=1[CH2:3][CH:2]([CH3:9])[CH3:1])#[N:7]. (3) The product is: [CH2:1]([C@@H:5]1[N:10]([CH2:11][C:12]2[CH:16]=[C:15]([C:17]3[CH:18]=[CH:19][C:20]([O:42][CH3:33])=[CH:21][CH:22]=3)[O:14][N:13]=2)[CH2:9][C@H:8]([CH2:23][CH:24]([CH3:26])[CH3:25])[NH:7][C:6]1=[O:27])[CH:2]([CH3:4])[CH3:3]. Given the reactants [CH2:1]([C@@H:5]1[N:10]([CH2:11][C:12]2[CH:16]=[C:15]([C:17]3[CH:22]=[CH:21][CH:20]=[CH:19][CH:18]=3)[O:14][N:13]=2)[CH2:9][C@H:8]([CH2:23][CH:24]([CH3:26])[CH3:25])[NH:7][C:6]1=[O:27])[CH:2]([CH3:4])[CH3:3].C([C@@H]1NC[C@H](CC(C)C)N[C:33]1=[O:42])C(C)C.COC1C=CC(C2ON=C(C=O)C=2)=CC=1, predict the reaction product. (4) Given the reactants [CH2:1]([O:8][C:9]([NH:11][C@@H:12]([CH2:25][CH3:26])[CH:13]([C:15]1([C:18]([O:20][C:21]([CH3:24])([CH3:23])[CH3:22])=[O:19])[CH2:17][CH2:16]1)[OH:14])=[O:10])[C:2]1[CH:7]=[CH:6][CH:5]=[CH:4][CH:3]=1.N1C(C)=CC=CC=1C.FC(F)(F)S(O)(=O)=O.[C:43]([SiH:47]([CH3:49])[CH3:48])([CH3:46])([CH3:45])[CH3:44].O, predict the reaction product. The product is: [CH2:1]([O:8][C:9]([NH:11][C@@H:12]([CH2:25][CH3:26])[CH:13]([C:15]1([C:18]([O:20][C:21]([CH3:22])([CH3:24])[CH3:23])=[O:19])[CH2:17][CH2:16]1)[O:14][Si:47]([C:43]([CH3:46])([CH3:45])[CH3:44])([CH3:49])[CH3:48])=[O:10])[C:2]1[CH:3]=[CH:4][CH:5]=[CH:6][CH:7]=1. (5) Given the reactants [Si]([O:8][CH2:9][C:10]1([C:33]2[CH:38]=[CH:37][CH:36]=[CH:35][CH:34]=2)[CH:14]=[C:13]([C:15]2[CH:20]=[C:19]([F:21])[CH:18]=[CH:17][C:16]=2[F:22])[CH2:12][N:11]1[C:23]([N:25]([CH3:32])[CH:26]1[CH2:31][CH2:30][NH:29][CH2:28][CH2:27]1)=[O:24])(C(C)(C)C)(C)C.[Si]([O:46][CH2:47][CH:48]=O)(C(C)(C)C)(C)C.[BH3-]C#N.[Na+], predict the reaction product. The product is: [F:22][C:16]1[CH:17]=[CH:18][C:19]([F:21])=[CH:20][C:15]=1[C:13]1[CH2:12][N:11]([C:23]([N:25]([CH:26]2[CH2:27][CH2:28][N:29]([CH2:48][CH2:47][OH:46])[CH2:30][CH2:31]2)[CH3:32])=[O:24])[C:10]([CH2:9][OH:8])([C:33]2[CH:38]=[CH:37][CH:36]=[CH:35][CH:34]=2)[CH:14]=1. (6) Given the reactants C(=O)([O-])[O-].[Cs+].[Cs+].Br[CH2:8][C:9]([N:11]1[CH2:16][CH2:15][S:14][CH2:13][CH2:12]1)=[O:10].[OH:17][C:18]1[CH:27]=[CH:26][C:25]2[N:24]=[C:23](N)[C:22]3[N:29]=[C:30]([CH2:35][O:36][CH3:37])[N:31]([CH2:32][CH2:33][CH3:34])[C:21]=3[C:20]=2[CH:19]=1.C[N:39](C=O)C, predict the reaction product. The product is: [CH3:37][O:36][CH2:35][C:30]1([NH2:39])[NH:29][C:22]2[CH:23]=[N:24][C:25]3[CH:26]=[CH:27][C:18]([O:17][CH2:8][C:9](=[O:10])[N:11]4[CH2:16][CH2:15][S:14][CH2:13][CH2:12]4)=[CH:19][C:20]=3[C:21]=2[N:31]1[CH2:32][CH2:33][CH3:34]. (7) Given the reactants [C@@H:1]12[N:8]([C:9]3[CH:14]=[C:13]([CH3:15])[N:12]=[C:11]([N:16]([CH3:18])[CH3:17])[N:10]=3)[CH2:7][C@@H:6]1[CH2:5][CH2:4][NH:3][CH2:2]2.CC1C=C(C)N=C(N2[C@@H]3[C@@H](CCNC3)C2)N=1.[F:35][C:36]1[CH:37]=[CH:38][C:39]([N:45]2[N:49]=[CH:48][CH:47]=[N:46]2)=[C:40]([CH:44]=1)[C:41](O)=[O:42].S1C=CC=C1C1C=CC=CC=1C(O)=O, predict the reaction product. The product is: [CH3:18][N:16]([CH3:17])[C:11]1[N:10]=[C:9]([N:8]2[C@@H:1]3[C@@H:6]([CH2:5][CH2:4][N:3]([C:41]([C:40]4[CH:44]=[C:36]([F:35])[CH:37]=[CH:38][C:39]=4[N:45]4[N:49]=[CH:48][CH:47]=[N:46]4)=[O:42])[CH2:2]3)[CH2:7]2)[CH:14]=[C:13]([CH3:15])[N:12]=1. (8) Given the reactants Cl.[CH3:2][N:3]1[CH:7]=[C:6]([N:8]2[CH:13]=[CH:12][C:11](=[O:14])[C:10]([CH2:15][C:16]3[CH:21]=[CH:20][CH:19]=[C:18]([C:22]4[N:26]=[CH:25][NH:24][N:23]=4)[CH:17]=3)=[N:9]2)[CH:5]=[N:4]1.I[CH:28]1[CH2:31][O:30][CH2:29]1.C([O-])([O-])=O.[Cs+].[Cs+].[NH4+].[Cl-], predict the reaction product. The product is: [CH3:2][N:3]1[CH:7]=[C:6]([N:8]2[CH:13]=[CH:12][C:11](=[O:14])[C:10]([CH2:15][C:16]3[CH:21]=[CH:20][CH:19]=[C:18]([C:22]4[N:26]=[CH:25][N:24]([CH:28]5[CH2:31][O:30][CH2:29]5)[N:23]=4)[CH:17]=3)=[N:9]2)[CH:5]=[N:4]1.